From a dataset of Full USPTO retrosynthesis dataset with 1.9M reactions from patents (1976-2016). Predict the reactants needed to synthesize the given product. Given the product [C:8]([C:4]1[CH:5]=[N:6][CH:7]=[C:2]([B:10]2[O:14][C:13]([CH3:16])([CH3:15])[C:12]([CH3:18])([CH3:17])[O:11]2)[CH:3]=1)#[N:9], predict the reactants needed to synthesize it. The reactants are: Br[C:2]1[CH:3]=[C:4]([C:8]#[N:9])[CH:5]=[N:6][CH:7]=1.[B:10]1([B:10]2[O:14][C:13]([CH3:16])([CH3:15])[C:12]([CH3:18])([CH3:17])[O:11]2)[O:14][C:13]([CH3:16])([CH3:15])[C:12]([CH3:18])([CH3:17])[O:11]1.C1(P(C2CCCCC2)C2CCCCC2)CCCCC1.C([O-])(=O)C.[K+].